Dataset: Forward reaction prediction with 1.9M reactions from USPTO patents (1976-2016). Task: Predict the product of the given reaction. Given the reactants Cl[C:2]1[N:3]=[C:4]([S:11][CH3:12])[C:5]2[CH:10]=[CH:9][NH:8][C:6]=2[N:7]=1.[NH2:13][C:14]1[CH:19]=[CH:18][C:17]([N:20]2[CH2:25][CH2:24][N:23]([C:26](=[O:28])[CH3:27])[CH2:22][CH2:21]2)=[CH:16][CH:15]=1.C[Si](Cl)(C)C.O, predict the reaction product. The product is: [CH3:12][S:11][C:4]1[C:5]2[CH:10]=[CH:9][NH:8][C:6]=2[N:7]=[C:2]([NH:13][C:14]2[CH:15]=[CH:16][C:17]([N:20]3[CH2:21][CH2:22][N:23]([C:26](=[O:28])[CH3:27])[CH2:24][CH2:25]3)=[CH:18][CH:19]=2)[N:3]=1.